From a dataset of Forward reaction prediction with 1.9M reactions from USPTO patents (1976-2016). Predict the product of the given reaction. (1) Given the reactants [C:1]([C:3]1[CH:8]=[N:7][N:6]2[CH:9]=[C:10]([C:13](O)=[O:14])[C:11]([CH3:12])=[C:5]2[C:4]=1[NH:16][C:17]1[CH:22]=[CH:21][C:20]([O:23][C:24]2[CH:29]=[CH:28][CH:27]=[CH:26][CH:25]=2)=[CH:19][CH:18]=1)#[N:2].[C:30]1([NH2:37])[CH:35]=[CH:34][CH:33]=[CH:32][C:31]=1[NH2:36].C1CN([P+](ON2N=NC3C=CC=CC2=3)(N2CCCC2)N2CCCC2)CC1.F[P-](F)(F)(F)(F)F.CCN(C(C)C)C(C)C, predict the reaction product. The product is: [NH2:36][C:31]1[CH:32]=[CH:33][CH:34]=[CH:35][C:30]=1[NH:37][C:13]([C:10]1[C:11]([CH3:12])=[C:5]2[C:4]([NH:16][C:17]3[CH:18]=[CH:19][C:20]([O:23][C:24]4[CH:25]=[CH:26][CH:27]=[CH:28][CH:29]=4)=[CH:21][CH:22]=3)=[C:3]([C:1]#[N:2])[CH:8]=[N:7][N:6]2[CH:9]=1)=[O:14]. (2) Given the reactants [Cl:1][C:2]1[CH:7]=[CH:6][C:5]([C@H:8]2[N:15]3[C:11]([S:12][C:13]([C:19]([C:21]4[N:22](COCC[Si](C)(C)C)[CH:23]=[CH:24][N:25]=4)=[O:20])=[C:14]3[CH:16]([CH3:18])[CH3:17])=[N:10][C@:9]2([C:35]2[CH:40]=[CH:39][C:38]([Cl:41])=[CH:37][CH:36]=2)[CH3:34])=[CH:4][CH:3]=1.Cl, predict the reaction product. The product is: [Cl:1][C:2]1[CH:3]=[CH:4][C:5]([C@H:8]2[N:15]3[C:11]([S:12][C:13]([C:19]([C:21]4[NH:25][CH:24]=[CH:23][N:22]=4)=[O:20])=[C:14]3[CH:16]([CH3:17])[CH3:18])=[N:10][C@:9]2([C:35]2[CH:36]=[CH:37][C:38]([Cl:41])=[CH:39][CH:40]=2)[CH3:34])=[CH:6][CH:7]=1. (3) Given the reactants [NH2:1][C:2]1[N:10]=[C:9]([O:11][CH2:12][CH2:13][O:14][CH3:15])[N:8]=[C:7]2[C:3]=1[N:4]=[C:5]([OH:29])[N:6]2[CH2:16][C:17]1[CH:18]=[C:19]([P:23](=[O:28])([OH:27])[O:24]CC)[CH:20]=[CH:21][CH:22]=1.Br[Si](C)(C)C, predict the reaction product. The product is: [NH2:1][C:2]1[N:10]=[C:9]([O:11][CH2:12][CH2:13][O:14][CH3:15])[N:8]=[C:7]2[C:3]=1[N:4]=[C:5]([OH:29])[N:6]2[CH2:16][C:17]1[CH:18]=[C:19]([P:23](=[O:24])([OH:28])[OH:27])[CH:20]=[CH:21][CH:22]=1. (4) Given the reactants [CH3:1][O:2][CH2:3][CH2:4][C:5]1[N:6]([CH2:31][CH2:32][CH2:33][N:34]2[CH2:38][CH2:37][CH2:36][C:35]2=[O:39])[C:7]2[C:16]3[CH:15]=[C:14]([CH2:17][CH2:18][N:19]4[C:27](=[O:28])[C:26]5[C:21](=[CH:22][CH:23]=[CH:24][CH:25]=5)[C:20]4=[O:29])[CH:13]=[CH:12][C:11]=3[N:10]=[CH:9][C:8]=2[N:30]=1.ClC1C=C(C=CC=1)C(OO)=O.[OH-].[NH4+:52].C1(C)C=CC(S(Cl)(=O)=O)=CC=1, predict the reaction product. The product is: [NH2:52][C:9]1[C:8]2[N:30]=[C:5]([CH2:4][CH2:3][O:2][CH3:1])[N:6]([CH2:31][CH2:32][CH2:33][N:34]3[CH2:38][CH2:37][CH2:36][C:35]3=[O:39])[C:7]=2[C:16]2[CH:15]=[C:14]([CH2:17][CH2:18][N:19]3[C:20](=[O:29])[C:21]4[C:26](=[CH:25][CH:24]=[CH:23][CH:22]=4)[C:27]3=[O:28])[CH:13]=[CH:12][C:11]=2[N:10]=1. (5) Given the reactants [C:1]([O:5][C:6](=[O:18])[NH:7][C:8]1[CH:17]=[CH:16][CH:15]=[C:14]2[C:9]=1[CH:10]=[CH:11][CH:12]=[N:13]2)([CH3:4])([CH3:3])[CH3:2].C(=O)([O-])[OH:20].[Na+].ClC1C=CC=C(C(OO)=O)C=1, predict the reaction product. The product is: [O-:20][N+:13]1[C:14]2[C:9](=[C:8]([NH:7][C:6](=[O:18])[O:5][C:1]([CH3:4])([CH3:2])[CH3:3])[CH:17]=[CH:16][CH:15]=2)[CH:10]=[CH:11][CH:12]=1. (6) The product is: [CH2:24]([O:23][C:21]([C@H:20]1[C@H:3]2[C@@H:2]1[O:1][C:5]1[CH:6]=[CH:7][C:8]([O:10][Si:11]([C:14]([CH3:17])([CH3:16])[CH3:15])([CH3:12])[CH3:13])=[CH:9][C:4]=12)=[O:22])[CH3:25]. Given the reactants [O:1]1[C:5]2[CH:6]=[CH:7][C:8]([O:10][Si:11]([C:14]([CH3:17])([CH3:16])[CH3:15])([CH3:13])[CH3:12])=[CH:9][C:4]=2[CH:3]=[CH:2]1.[N+](=[CH:20][C:21]([O:23][CH2:24][CH3:25])=[O:22])=[N-], predict the reaction product.